This data is from Reaction yield outcomes from USPTO patents with 853,638 reactions. The task is: Predict the reaction yield, written as a fraction of the theoretical maximum amount of product (1.0 means a 100% yield; for example, 0.34 means a 34% yield). (1) The reactants are [CH2:1]([C:5]1[N:10]=[C:9]([CH2:11][O:12]C)[N:8]([CH2:14][C:15]([CH3:18])([CH3:17])[CH3:16])[C:7](=[O:19])[C:6]=1[CH2:20][C:21]1[CH:26]=[CH:25][C:24]([C:27]2[CH:32]=[CH:31][CH:30]=[CH:29][C:28]=2[C:33]2[NH:37][C:36](=[O:38])[O:35][N:34]=2)=[CH:23][CH:22]=1)[CH2:2][CH2:3][CH3:4].B(Br)(Br)Br.[OH-].[Na+].Cl. The catalyst is C(OCC)(=O)C.ClCCl. The product is [CH2:1]([C:5]1[N:10]=[C:9]([CH2:11][OH:12])[N:8]([CH2:14][C:15]([CH3:17])([CH3:18])[CH3:16])[C:7](=[O:19])[C:6]=1[CH2:20][C:21]1[CH:22]=[CH:23][C:24]([C:27]2[CH:32]=[CH:31][CH:30]=[CH:29][C:28]=2[C:33]2[NH:37][C:36](=[O:38])[O:35][N:34]=2)=[CH:25][CH:26]=1)[CH2:2][CH2:3][CH3:4]. The yield is 0.980. (2) The reactants are [F:1][C:2]1[CH:3]=[C:4]([N:9]([CH3:32])[CH:10]([C:12]2[CH:13]=[C:14]([C:29](O)=[O:30])[CH:15]=[C:16]3[C:21]=2[O:20][C:19]([N:22]2[CH2:27][CH2:26][O:25][CH2:24][CH2:23]2)=[CH:18][C:17]3=[O:28])[CH3:11])[CH:5]=[C:6]([F:8])[CH:7]=1.CN1CCOCC1.[NH:40]1[CH2:45][CH2:44][CH:43]([OH:46])[CH2:42][CH2:41]1. The catalyst is CN1C(=O)CCC1. The product is [F:1][C:2]1[CH:3]=[C:4]([N:9]([CH3:32])[CH:10]([C:12]2[CH:13]=[C:14]([C:29]([N:40]3[CH2:45][CH2:44][CH:43]([OH:46])[CH2:42][CH2:41]3)=[O:30])[CH:15]=[C:16]3[C:21]=2[O:20][C:19]([N:22]2[CH2:27][CH2:26][O:25][CH2:24][CH2:23]2)=[CH:18][C:17]3=[O:28])[CH3:11])[CH:5]=[C:6]([F:8])[CH:7]=1. The yield is 0.580. (3) The reactants are [C:1]([OH:13])(=O)[CH2:2][C:3]1[C:4](=[CH:8][CH:9]=[CH:10][CH:11]=1)[C:5]([OH:7])=O.[CH3:14][O:15][C:16]1[CH:21]=[CH:20][C:19]([CH2:22]C(Cl)=O)=[CH:18][CH:17]=1. The catalyst is C1(C)C=CC=CC=1. The product is [CH3:14][O:15][C:16]1[CH:21]=[CH:20][C:19]([CH2:22][C:1]2[O:13][C:5]([C:4]3[C:3]([CH:2]=2)=[CH:11][CH:10]=[CH:9][CH:8]=3)=[O:7])=[CH:18][CH:17]=1. The yield is 0.260. (4) The reactants are [Br:1][C:2]1[CH:10]=[CH:9][CH:8]=[C:7]2[C:3]=1[C:4]([CH:11]=[O:12])=[CH:5][NH:6]2.[H-].[Na+].[Cl:15][CH2:16][CH2:17]I.C(OCC)(=O)C. The catalyst is CN(C)C=O. The product is [Br:1][C:2]1[CH:10]=[CH:9][CH:8]=[C:7]2[C:3]=1[C:4]([CH:11]=[O:12])=[CH:5][N:6]2[CH2:17][CH2:16][Cl:15]. The yield is 0.380. (5) The reactants are C[O:2][C:3]1[C:8]([O:9][CH3:10])=[CH:7][N:6]=[C:5]([C:11]2[CH:12]=[C:13]([CH:16]=[CH:17][CH:18]=2)[C:14]#[N:15])[N:4]=1. The catalyst is Cl.O1CCOCC1.CCOC(C)=O. The product is [CH3:10][O:9][C:8]1[C:3](=[O:2])[NH:4][C:5]([C:11]2[CH:12]=[C:13]([CH:16]=[CH:17][CH:18]=2)[C:14]#[N:15])=[N:6][CH:7]=1. The yield is 0.430. (6) The reactants are [C:1]([O:5][C:6]([NH:8][C@H:9]([CH2:29][C:30]1[CH:35]=[C:34]([F:36])[C:33]([F:37])=[CH:32][C:31]=1[F:38])[CH2:10][C:11]([N:13]1[CH2:18][CH2:17][N:16]2[C:19]([C:25]([F:28])([F:27])[F:26])=[N:20][C:21]([C:22](O)=[O:23])=[C:15]2[CH2:14]1)=[O:12])=[O:7])([CH3:4])([CH3:3])[CH3:2].N[C:40]1[CH:41]=[N:42][CH:43]=[CH:44][CH:45]=1.C([N:48](CC)CC)C.O=C1N(P(Cl)(N2CCOC2=O)=O)CCO1. The catalyst is ClCCl. The product is [C:1]([O:5][C:6](=[O:7])[NH:8][C@H:9]([CH2:29][C:30]1[CH:35]=[C:34]([F:36])[C:33]([F:37])=[CH:32][C:31]=1[F:38])[CH2:10][C:11](=[O:12])[N:13]1[CH2:18][CH2:17][N:16]2[C:19]([C:25]([F:28])([F:27])[F:26])=[N:20][C:21]([C:22](=[O:23])[NH:48][C:43]3[CH:44]=[CH:45][CH:40]=[CH:41][N:42]=3)=[C:15]2[CH2:14]1)([CH3:4])([CH3:2])[CH3:3]. The yield is 0.588. (7) The reactants are Br[C:2]1[CH:9]=[CH:8][C:5]([C:6]#[N:7])=[CH:4][C:3]=1[F:10].C1(P(C2CCCCC2)C2C=CC=CC=2C2C(N(C)C)=CC=CC=2)CCCCC1.[Cl-].[C:40]([O:44][C:45](=[O:48])[CH2:46][Zn+])([CH3:43])([CH3:42])[CH3:41]. The catalyst is C1COCC1.C1(C)C=CC=CC=1.C1C=CC(/C=C/C(/C=C/C2C=CC=CC=2)=O)=CC=1.C1C=CC(/C=C/C(/C=C/C2C=CC=CC=2)=O)=CC=1.[Pd]. The product is [C:6]([C:5]1[CH:8]=[CH:9][C:2]([CH2:46][C:45]([O:44][C:40]([CH3:43])([CH3:42])[CH3:41])=[O:48])=[C:3]([F:10])[CH:4]=1)#[N:7]. The yield is 0.745.